This data is from Full USPTO retrosynthesis dataset with 1.9M reactions from patents (1976-2016). The task is: Predict the reactants needed to synthesize the given product. (1) Given the product [CH3:1][C:2]1[O:6][N:5]=[C:4]([C:7]2[CH:8]=[CH:9][CH:10]=[CH:11][CH:12]=2)[C:3]=1[C:13]1[N:14]=[C:15]([CH3:18])[N:16]([C:20]2[CH:25]=[CH:24][C:23]([N+:26]([O-:28])=[O:27])=[CH:22][CH:21]=2)[CH:17]=1, predict the reactants needed to synthesize it. The reactants are: [CH3:1][C:2]1[O:6][N:5]=[C:4]([C:7]2[CH:12]=[CH:11][CH:10]=[CH:9][CH:8]=2)[C:3]=1[C:13]1[N:14]=[C:15]([CH3:18])[NH:16][CH:17]=1.F[C:20]1[CH:25]=[CH:24][C:23]([N+:26]([O-:28])=[O:27])=[CH:22][CH:21]=1. (2) Given the product [Cl:19][C:20]1[CH:25]=[C:24]([C:1]2[CH:6]=[CH:5][CH:4]=[CH:3][CH:2]=2)[N:23]=[CH:22][N:21]=1, predict the reactants needed to synthesize it. The reactants are: [C:1]1(B(O)O)[CH:6]=[CH:5][CH:4]=[CH:3][CH:2]=1.[OH-].[Ba+2].[OH-].COCCOC.[Cl:19][C:20]1[CH:25]=[C:24](Cl)[N:23]=[CH:22][N:21]=1.